From a dataset of Reaction yield outcomes from USPTO patents with 853,638 reactions. Predict the reaction yield, written as a fraction of the theoretical maximum amount of product (1.0 means a 100% yield; for example, 0.34 means a 34% yield). The reactants are [C:1]([O:5][C:6]([N:8]1[CH:13]([CH2:14][CH3:15])[CH2:12][CH:11]([NH:16][CH2:17][C:18]2[CH:23]=[C:22]([C:24]([F:27])([F:26])[F:25])[CH:21]=[C:20]([C:28]([F:31])([F:30])[F:29])[CH:19]=2)[CH2:10][CH:9]1[CH2:32][CH:33]=[CH2:34])=[O:7])([CH3:4])([CH3:3])[CH3:2].C([O-])(O)=O.[Na+].Cl[C:41]([O:43][CH3:44])=[O:42]. The catalyst is C(Cl)Cl. The product is [C:1]([O:5][C:6]([N:8]1[CH:13]([CH2:14][CH3:15])[CH2:12][CH:11]([N:16]([CH2:17][C:18]2[CH:19]=[C:20]([C:28]([F:31])([F:29])[F:30])[CH:21]=[C:22]([C:24]([F:27])([F:26])[F:25])[CH:23]=2)[C:41]([O:43][CH3:44])=[O:42])[CH2:10][CH:9]1[CH2:32][CH:33]=[CH2:34])=[O:7])([CH3:4])([CH3:3])[CH3:2]. The yield is 0.810.